This data is from Catalyst prediction with 721,799 reactions and 888 catalyst types from USPTO. The task is: Predict which catalyst facilitates the given reaction. Reactant: [NH2:1][C:2]1[N:10]=[C:9]([Cl:11])[CH:8]=[CH:7][C:3]=1[C:4]([OH:6])=[O:5].[N+:12]([O-])([OH:14])=[O:13]. Product: [NH2:1][C:2]1[N:10]=[C:9]([Cl:11])[C:8]([N+:12]([O-:14])=[O:13])=[CH:7][C:3]=1[C:4]([OH:6])=[O:5]. The catalyst class is: 65.